From a dataset of Peptide-MHC class II binding affinity with 134,281 pairs from IEDB. Regression. Given a peptide amino acid sequence and an MHC pseudo amino acid sequence, predict their binding affinity value. This is MHC class II binding data. (1) The peptide sequence is LLKILVLSILSSPTK. The MHC is DRB4_0101 with pseudo-sequence DRB4_0103. The binding affinity (normalized) is 0.962. (2) The peptide sequence is KMPMYIAGYKTFDGR. The MHC is HLA-DPA10201-DPB10101 with pseudo-sequence HLA-DPA10201-DPB10101. The binding affinity (normalized) is 0.329.